This data is from Forward reaction prediction with 1.9M reactions from USPTO patents (1976-2016). The task is: Predict the product of the given reaction. (1) Given the reactants [C:1]1([CH2:7][S:8](Cl)(=[O:10])=[O:9])[CH:6]=[CH:5][CH:4]=[CH:3][CH:2]=1.C(N(CC)CC)C.[NH:19]1[CH2:24][CH2:23][CH:22]([CH2:25][N:26]2[C:34]3[C:29](=[N:30][C:31]([C:35]4[CH:36]=[N:37][N:38]([CH:40]5[CH2:45][CH2:44][CH2:43][CH2:42][O:41]5)[CH:39]=4)=[CH:32][CH:33]=3)[CH:28]=[CH:27]2)[CH2:21][CH2:20]1.CO, predict the reaction product. The product is: [CH2:7]([S:8]([N:19]1[CH2:20][CH2:21][CH:22]([CH2:25][N:26]2[C:34]3[C:29](=[N:30][C:31]([C:35]4[CH:36]=[N:37][N:38]([CH:40]5[CH2:45][CH2:44][CH2:43][CH2:42][O:41]5)[CH:39]=4)=[CH:32][CH:33]=3)[CH:28]=[CH:27]2)[CH2:23][CH2:24]1)(=[O:10])=[O:9])[C:1]1[CH:6]=[CH:5][CH:4]=[CH:3][CH:2]=1. (2) Given the reactants [C:1]1([C:7]2[CH:8]=[CH:9][C:10]([NH2:13])=[N:11][CH:12]=2)[CH:6]=[CH:5][CH:4]=[CH:3][CH:2]=1.C[O:15][C:16](=[O:33])[CH2:17][O:18][C:19]1[CH:24]=[C:23]([O:25][CH3:26])[C:22]([S:27][CH2:28][CH2:29][CH:30]=O)=[CH:21][C:20]=1[CH3:32].[CH3:34][C:35]1C=CC(S(O)(=O)=O)=CC=1.Cl.C(=O)(O)[O-].[Na+], predict the reaction product. The product is: [CH2:34]([N:13]([C:10]1[CH:9]=[CH:8][C:7]([C:1]2[CH:2]=[CH:3][CH:4]=[CH:5][CH:6]=2)=[CH:12][N:11]=1)[CH2:30][CH2:29][CH2:28][S:27][C:22]1[C:23]([O:25][CH3:26])=[CH:24][C:19]([O:18][CH2:17][C:16]([OH:15])=[O:33])=[C:20]([CH3:32])[CH:21]=1)[CH3:35]. (3) Given the reactants [C:1]([CH2:3][C:4]([N:6]1[CH2:9][CH:8]([N:10]2[CH:14]=[C:13]([C:15]([NH2:17])=[O:16])[C:12]([C:18]3[CH:23]=[CH:22][C:21]([O:24][C:25]4[CH:30]=[CH:29][CH:28]=[CH:27][CH:26]=4)=[CH:20][CH:19]=3)=[N:11]2)[CH2:7]1)=[O:5])#[N:2].[CH:31]1([CH:34]=O)[CH2:33][CH2:32]1, predict the reaction product. The product is: [C:1](/[C:3](=[CH:34]\[CH:31]1[CH2:33][CH2:32]1)/[C:4]([N:6]1[CH2:7][CH:8]([N:10]2[CH:14]=[C:13]([C:15]([NH2:17])=[O:16])[C:12]([C:18]3[CH:23]=[CH:22][C:21]([O:24][C:25]4[CH:30]=[CH:29][CH:28]=[CH:27][CH:26]=4)=[CH:20][CH:19]=3)=[N:11]2)[CH2:9]1)=[O:5])#[N:2]. (4) Given the reactants [Cl:1][C:2]([Cl:6])([Cl:5])[CH2:3][OH:4].[S:7](Cl)(Cl)(=[O:9])=[O:8].[N-:12]=[N+:13]=[N-:14].[Na+].[Cl-], predict the reaction product. The product is: [Cl:1][C:2]([Cl:6])([Cl:5])[CH2:3][O:4][S:7]([N:12]=[N+:13]=[N-:14])(=[O:9])=[O:8]. (5) Given the reactants [F:1][C:2]1[CH:7]=[CH:6][C:5]([CH2:8][CH:9]([C:13]2[CH:18]=[CH:17][C:16]([S:19]([CH3:22])(=[O:21])=[O:20])=[CH:15][CH:14]=2)[C:10](O)=[O:11])=[CH:4][CH:3]=1.FC(F)(F)C(O)=O.[NH2:30][C:31]1[N:32]=[CH:33][C:34]([CH2:37][O:38][C:39](=[O:41])[CH3:40])=[N:35][CH:36]=1.CCN=C=NCCCN(C)C.Cl, predict the reaction product. The product is: [F:1][C:2]1[CH:3]=[CH:4][C:5]([CH2:8][CH:9]([C:13]2[CH:18]=[CH:17][C:16]([S:19]([CH3:22])(=[O:21])=[O:20])=[CH:15][CH:14]=2)[C:10]([NH:30][C:31]2[N:32]=[CH:33][C:34]([CH2:37][O:38][C:39](=[O:41])[CH3:40])=[N:35][CH:36]=2)=[O:11])=[CH:6][CH:7]=1. (6) Given the reactants Cl[CH2:2][C@H:3]([CH3:13])[CH2:4][O:5][C:6]1[CH:11]=[CH:10][CH:9]=[CH:8][C:7]=1[F:12].[CH3:14][CH:15]([CH3:31])[C:16]([NH:18][C:19]1[CH:24]=[CH:23][CH:22]=[C:21]([CH:25]2[CH2:30][CH2:29][NH:28][CH2:27][CH2:26]2)[CH:20]=1)=[O:17], predict the reaction product. The product is: [F:12][C:7]1[CH:8]=[CH:9][CH:10]=[CH:11][C:6]=1[O:5][CH2:4][C@@H:3]([CH3:13])[CH2:2][N:28]1[CH2:29][CH2:30][CH:25]([C:21]2[CH:20]=[C:19]([NH:18][C:16](=[O:17])[CH:15]([CH3:14])[CH3:31])[CH:24]=[CH:23][CH:22]=2)[CH2:26][CH2:27]1. (7) Given the reactants [C:1](Cl)(=[O:4])[CH2:2][CH3:3].[CH3:6][O:7][C:8]1[C:13]([NH2:14])=[CH:12][C:11]([CH3:15])=[C:10]([C:16]2[CH:21]=[CH:20][C:19]([O:22][C:23]([F:26])([F:25])[F:24])=[CH:18][C:17]=2[O:27][CH3:28])[N:9]=1.C(N(C(C)C)CC)(C)C, predict the reaction product. The product is: [CH3:6][O:7][C:8]1[C:13]([NH:14][C:1](=[O:4])[CH2:2][CH3:3])=[CH:12][C:11]([CH3:15])=[C:10]([C:16]2[CH:21]=[CH:20][C:19]([O:22][C:23]([F:25])([F:26])[F:24])=[CH:18][C:17]=2[O:27][CH3:28])[N:9]=1.